This data is from Forward reaction prediction with 1.9M reactions from USPTO patents (1976-2016). The task is: Predict the product of the given reaction. Given the reactants [F:1][C:2]([F:16])([F:15])[C:3]1[NH:14][C:6]2=[N:7][CH:8]=[CH:9][C:10](B(O)O)=[C:5]2[CH:4]=1.Br[C:18]1[S:22][C:21]([CH3:23])=[C:20]([S:24]([NH:27][CH:28]2[CH2:33][CH2:32][S:31](=[O:35])(=[O:34])[CH2:30][CH2:29]2)(=[O:26])=[O:25])[CH:19]=1.C(=O)(O)[O-].[Na+], predict the reaction product. The product is: [O:35]=[S:31]1(=[O:34])[CH2:30][CH2:29][CH:28]([NH:27][S:24]([C:20]2[CH:19]=[C:18]([C:10]3[CH:9]=[CH:8][N:7]=[C:6]4[NH:14][C:3]([C:2]([F:16])([F:15])[F:1])=[CH:4][C:5]=34)[S:22][C:21]=2[CH3:23])(=[O:26])=[O:25])[CH2:33][CH2:32]1.